This data is from Reaction yield outcomes from USPTO patents with 853,638 reactions. The task is: Predict the reaction yield, written as a fraction of the theoretical maximum amount of product (1.0 means a 100% yield; for example, 0.34 means a 34% yield). (1) The reactants are [O:1]=[C:2]1[O:6][N:5]=[C:4]([C:7]2[CH:12]=[CH:11][CH:10]=[CH:9][C:8]=2[C:13]2[CH:18]=[CH:17][C:16]([CH2:19][C:20]3[C:21](=[O:46])[N:22]([C@H:32]4[CH2:37][CH2:36][C@H:35]([O:38][CH2:39][CH:40]([OH:45])[C:41]([F:44])([F:43])[F:42])[CH2:34][CH2:33]4)[C:23]4[N:24]([N:29]=[CH:30][CH:31]=4)[C:25]=3[CH2:26][CH2:27][CH3:28])=[CH:15][CH:14]=2)[NH:3]1.CC(OI1(OC(C)=O)(OC(C)=O)OC(=O)C2C1=CC=CC=2)=O.C(OCC)(=O)C.S([O-])([O-])(=O)=S.[Na+].[Na+]. The catalyst is C(Cl)Cl.O. The product is [O:1]=[C:2]1[O:6][N:5]=[C:4]([C:7]2[CH:12]=[CH:11][CH:10]=[CH:9][C:8]=2[C:13]2[CH:14]=[CH:15][C:16]([CH2:19][C:20]3[C:21](=[O:46])[N:22]([C@H:32]4[CH2:33][CH2:34][C@H:35]([O:38][CH2:39][C:40](=[O:45])[C:41]([F:42])([F:44])[F:43])[CH2:36][CH2:37]4)[C:23]4[N:24]([N:29]=[CH:30][CH:31]=4)[C:25]=3[CH2:26][CH2:27][CH3:28])=[CH:17][CH:18]=2)[NH:3]1. The yield is 0.730. (2) The catalyst is C(Cl)Cl.O. The reactants are [CH:1]1([C:6]([C:8]2[CH:13]=[C:12]([CH3:14])[CH:11]=[CH:10][C:9]=2[NH:15][C:16]([NH:18][C:19]2[S:20][CH:21]=[C:22]([CH2:24][OH:25])[N:23]=2)=[O:17])=[O:7])[CH2:5][CH2:4][CH2:3][CH2:2]1.CCN(CC)CC.CS(C)=O.N1C=CC=CC=1.S(=O)(=O)=O. The product is [CH:1]1([C:6]([C:8]2[CH:13]=[C:12]([CH3:14])[CH:11]=[CH:10][C:9]=2[NH:15][C:16]([NH:18][C:19]2[S:20][CH:21]=[C:22]([CH:24]=[O:25])[N:23]=2)=[O:17])=[O:7])[CH2:5][CH2:4][CH2:3][CH2:2]1. The yield is 0.860. (3) The reactants are [H-].[Na+].[NH2:3][C:4]1[C:9]([CH3:10])=[CH:8][C:7]([OH:11])=[C:6]([CH3:12])[CH:5]=1.Cl[C:14]1[S:15][C:16]([Cl:20])=[C:17]([Cl:19])[N:18]=1.CO. The catalyst is CN(C)C=O.C(OCC)(=O)C.O. The product is [Cl:19][C:17]1[N:18]=[C:14]([O:11][C:7]2[C:6]([CH3:12])=[CH:5][C:4]([NH2:3])=[C:9]([CH3:10])[CH:8]=2)[S:15][C:16]=1[Cl:20]. The yield is 0.550. (4) The reactants are C([O-])([O-])=[O:2].C([O-])([O-])=O.OO.OO.OO.[Na+].[Na+].[Na+].[Na+].[Br:19][CH2:20][C:21]1[CH:30]=[C:29]2[C:24]([C:25]([C:33]3[CH:38]=[CH:37][C:36]([F:39])=[CH:35][CH:34]=3)=[CH:26][C:27]([C:31]#[N:32])=[N:28]2)=[CH:23][CH:22]=1. The catalyst is O.CC(C)=O. The product is [Br:19][CH2:20][C:21]1[CH:30]=[C:29]2[C:24]([C:25]([C:33]3[CH:34]=[CH:35][C:36]([F:39])=[CH:37][CH:38]=3)=[CH:26][C:27]([C:31]([NH2:32])=[O:2])=[N:28]2)=[CH:23][CH:22]=1. The yield is 0.570. (5) The reactants are C(O[K])(C)(C)C.[N:7]1[CH:12]=[CH:11][C:10]([N:13]2[CH2:18][CH2:17][C:16](=O)[CH2:15][CH2:14]2)=[CH:9][CH:8]=1.CC1C=CC(S([CH2:30][N+:31]#[C-])(=O)=O)=CC=1. The catalyst is COCCOC.CCO. The product is [N:7]1[CH:12]=[CH:11][C:10]([N:13]2[CH2:18][CH2:17][CH:16]([C:30]#[N:31])[CH2:15][CH2:14]2)=[CH:9][CH:8]=1. The yield is 0.340. (6) The reactants are [Br:1][C:2]1[C:3]([C:9]([F:12])([F:11])[F:10])=[N:4][CH:5]=[C:6](Br)[CH:7]=1.[CH2:13]([O:15]/[CH:16]=[CH:17]/B1OC(C)(C)C(C)(C)O1)[CH3:14].COCCOC.C(=O)([O-])[O-].[Na+].[Na+]. The catalyst is O.[Pd].C1(P(C2C=CC=CC=2)C2C=CC=CC=2)C=CC=CC=1.C1(P(C2C=CC=CC=2)C2C=CC=CC=2)C=CC=CC=1.C1(P(C2C=CC=CC=2)C2C=CC=CC=2)C=CC=CC=1.C1(P(C2C=CC=CC=2)C2C=CC=CC=2)C=CC=CC=1.CCOC(C)=O. The product is [Br:1][C:2]1[C:3]([C:9]([F:12])([F:11])[F:10])=[N:4][CH:5]=[C:6](/[CH:14]=[CH:13]/[O:15][CH2:16][CH3:17])[CH:7]=1. The yield is 0.380.